Dataset: Full USPTO retrosynthesis dataset with 1.9M reactions from patents (1976-2016). Task: Predict the reactants needed to synthesize the given product. (1) Given the product [Cl:1][CH2:2][CH:3]1[C:11]2[C:10]3[CH:12]=[CH:13][C:14]([N+:16]([O-:18])=[O:17])=[CH:15][C:9]=3[C:8]([N+:19]([O-:21])=[O:20])=[CH:7][C:6]=2[N:5]([C:37]([C:32]2[NH:33][C:34]3[C:30]([CH:31]=2)=[CH:29][C:28]([O:27][CH2:26][CH2:25][N:24]([CH3:40])[CH3:23])=[CH:36][CH:35]=3)=[O:38])[CH2:4]1, predict the reactants needed to synthesize it. The reactants are: [Cl:1][CH2:2][CH:3]1[C:11]2[C:10]3[CH:12]=[CH:13][C:14]([N+:16]([O-:18])=[O:17])=[CH:15][C:9]=3[C:8]([N+:19]([O-:21])=[O:20])=[CH:7][C:6]=2[NH:5][CH2:4]1.Cl.[CH3:23][N:24]([CH3:40])[CH2:25][CH2:26][O:27][C:28]1[CH:29]=[C:30]2[C:34](=[CH:35][CH:36]=1)[NH:33][C:32]([C:37](O)=[O:38])=[CH:31]2.CCN=C=NCCCN(C)C.CC1C=CC(S(O)(=O)=O)=CC=1.N.Cl. (2) Given the product [CH2:1]([O:3][C:4](=[O:18])[C:5]1[CH:10]=[C:9]([S:11][C:12]2[C:24]3[C:23](=[C:22]([F:29])[C:21]([Cl:20])=[CH:26][CH:25]=3)[NH:27][C:13]=2[CH3:14])[CH:8]=[CH:7][C:6]=1[O:16][CH3:17])[CH3:2], predict the reactants needed to synthesize it. The reactants are: [CH2:1]([O:3][C:4](=[O:18])[C:5]1[CH:10]=[C:9]([S:11][CH2:12][C:13](=O)[CH3:14])[CH:8]=[CH:7][C:6]=1[O:16][CH3:17])[CH3:2].Cl.[Cl:20][C:21]1[C:22]([F:29])=[C:23]([NH:27]N)[CH:24]=[CH:25][CH:26]=1. (3) Given the product [CH2:1]([O:5][C:6]1[CH:10]=[C:9]([CH2:11][CH2:12][C:13]([OH:15])=[O:14])[N:8]([CH2:18][C:19]2[CH:24]=[CH:23][C:22]([Cl:25])=[CH:21][C:20]=2[Cl:26])[N:7]=1)[CH2:2][CH2:3][CH3:4], predict the reactants needed to synthesize it. The reactants are: [CH2:1]([O:5][C:6]1[CH:10]=[C:9]([CH2:11][CH2:12][C:13]([O:15]CC)=[O:14])[N:8]([CH2:18][C:19]2[CH:24]=[CH:23][C:22]([Cl:25])=[CH:21][C:20]=2[Cl:26])[N:7]=1)[CH2:2][CH2:3][CH3:4].[OH-].[Na+].O1CCCC1. (4) Given the product [CH2:1]([C:8]1[CH:9]=[N:10][C:11]2[C:16]([C:17]=1[C:18]1[CH:19]=[C:20]([NH:24][CH2:38][C:37]3[CH:40]=[CH:41][CH:42]=[C:35]([O:34][C:33]4[CH:43]=[CH:44][CH:45]=[C:31]([C:30]([F:29])([F:46])[F:47])[CH:32]=4)[CH:36]=3)[CH:21]=[CH:22][CH:23]=1)=[CH:15][CH:14]=[CH:13][C:12]=2[C:25]([F:28])([F:26])[F:27])[C:2]1[CH:3]=[CH:4][CH:5]=[CH:6][CH:7]=1, predict the reactants needed to synthesize it. The reactants are: [CH2:1]([C:8]1[CH:9]=[N:10][C:11]2[C:16]([C:17]=1[C:18]1[CH:19]=[C:20]([NH2:24])[CH:21]=[CH:22][CH:23]=1)=[CH:15][CH:14]=[CH:13][C:12]=2[C:25]([F:28])([F:27])[F:26])[C:2]1[CH:7]=[CH:6][CH:5]=[CH:4][CH:3]=1.[F:29][C:30]([F:47])([F:46])[C:31]1[CH:32]=[C:33]([CH:43]=[CH:44][CH:45]=1)[O:34][C:35]1[CH:36]=[C:37]([CH:40]=[CH:41][CH:42]=1)[CH:38]=O. (5) The reactants are: [NH2:1][C:2]1[CH:3]=[C:4]([C:13]([O:15][CH3:16])=[O:14])[CH:5]=[C:6]2[C:10]=1[NH:9][CH:8]=[C:7]2[CH2:11][CH3:12].CCN(CC)CC.[Cl:24][CH2:25][CH2:26][C:27](Cl)=[O:28]. Given the product [Cl:24][CH2:25][CH2:26][C:27]([NH:1][C:2]1[CH:3]=[C:4]([C:13]([O:15][CH3:16])=[O:14])[CH:5]=[C:6]2[C:10]=1[NH:9][CH:8]=[C:7]2[CH2:11][CH3:12])=[O:28], predict the reactants needed to synthesize it.